The task is: Predict the product of the given reaction.. This data is from Forward reaction prediction with 1.9M reactions from USPTO patents (1976-2016). (1) Given the reactants [BH3:1].[C:2]1([PH:8][C:9]2[CH:14]=[CH:13][CH:12]=[CH:11][CH:10]=2)[CH:7]=[CH:6][CH:5]=[CH:4][CH:3]=1.[Li]CCCC.Br[C:21]1[CH:22]=[C:23]([CH3:29])[C:24]([CH3:28])=[CH:25][C:26]=1[Br:27], predict the reaction product. The product is: [BH3:1].[Br:27][C:26]1[CH:25]=[C:24]([CH3:28])[C:23]([CH3:29])=[CH:22][C:21]=1[P:8]([C:9]1[CH:10]=[CH:11][CH:12]=[CH:13][CH:14]=1)[C:2]1[CH:7]=[CH:6][CH:5]=[CH:4][CH:3]=1. (2) Given the reactants ClC1C=C(C=CC=1)C(OO)=[O:6].[Cl:12][C:13]1[CH:14]=[C:15]([C@H:20]([CH2:32][CH2:33][N:34]2[CH2:39][CH2:38][CH:37]([N:40]3[CH2:45][CH2:44][CH2:43][NH:42][C:41]3=[O:46])[CH2:36][CH2:35]2)[CH2:21][N:22]([CH3:31])[C:23](=[O:30])[C:24]2[CH:29]=[CH:28][CH:27]=[CH:26][CH:25]=2)[CH:16]=[CH:17][C:18]=1[Cl:19], predict the reaction product. The product is: [C:23]([N:22]([CH3:31])[CH2:21][C@H:20]([C:15]1[CH:16]=[CH:17][C:18]([Cl:19])=[C:13]([Cl:12])[CH:14]=1)[CH2:32][CH2:33][N+:34]1([O-:6])[CH2:35][CH2:36][CH:37]([N:40]2[CH2:45][CH2:44][CH2:43][NH:42][C:41]2=[O:46])[CH2:38][CH2:39]1)(=[O:30])[C:24]1[CH:25]=[CH:26][CH:27]=[CH:28][CH:29]=1. (3) Given the reactants [Br:1][C:2]1[CH:15]=[CH:14][CH:13]=[CH:12][C:3]=1[O:4][CH2:5][CH:6]1[CH2:11][CH2:10]S[CH2:8][CH2:7]1.C(Cl)Cl.ClC1C=C(C=CC=1)C(OO)=O.[O-:30][S:31]([O-:34])(=S)=O.[Na+].[Na+], predict the reaction product. The product is: [Br:1][C:2]1[CH:15]=[CH:14][CH:13]=[CH:12][C:3]=1[O:4][CH2:5][CH:6]1[CH2:7][CH2:8][S:31](=[O:34])(=[O:30])[CH2:10][CH2:11]1. (4) Given the reactants C([O:3][C:4]([C:6]1([NH:17][C:18](=[O:31])[C:19]2[CH:24]=[CH:23][CH:22]=[C:21]([CH3:25])[C:20]=2[O:26][CH:27]2[CH2:30][CH2:29][CH2:28]2)[CH2:14][C:13]2[C:8](=[CH:9][C:10]([F:16])=[C:11]([F:15])[CH:12]=2)[CH2:7]1)=[O:5])C.[OH-].[K+].O, predict the reaction product. The product is: [CH:27]1([O:26][C:20]2[C:21]([CH3:25])=[CH:22][CH:23]=[CH:24][C:19]=2[C:18]([NH:17][C:6]2([C:4]([OH:5])=[O:3])[CH2:7][C:8]3[C:13](=[CH:12][C:11]([F:15])=[C:10]([F:16])[CH:9]=3)[CH2:14]2)=[O:31])[CH2:30][CH2:29][CH2:28]1.